This data is from Catalyst prediction with 721,799 reactions and 888 catalyst types from USPTO. The task is: Predict which catalyst facilitates the given reaction. Reactant: C1CCN2C(=NCCC2)CC1.[F:12][C:13]1[CH:14]=[C:15]([C:20]([N:22]2[CH2:35][C:34]([CH3:37])([CH3:36])[C:33]3[C:32]4[CH:31]=[CH:30][CH:29]=[CH:28][C:27]=4[NH:26][C:25]=3[CH:24]([C:38]([NH:40][CH2:41][CH2:42][C:43]([O:45][C:46]([CH3:49])([CH3:48])[CH3:47])=[O:44])=[O:39])[CH2:23]2)=[O:21])[CH:16]=[CH:17][C:18]=1[F:19].ClC(Cl)(Cl)Br. Product: [F:12][C:13]1[CH:14]=[C:15]([C:20]([N:22]2[CH2:35][C:34]([CH3:36])([CH3:37])[C:33]3[C:32]4[CH:31]=[CH:30][CH:29]=[CH:28][C:27]=4[NH:26][C:25]=3[C:24]([C:38]([NH:40][CH2:41][CH2:42][C:43]([O:45][C:46]([CH3:49])([CH3:48])[CH3:47])=[O:44])=[O:39])=[CH:23]2)=[O:21])[CH:16]=[CH:17][C:18]=1[F:19]. The catalyst class is: 1.